This data is from Reaction yield outcomes from USPTO patents with 853,638 reactions. The task is: Predict the reaction yield, written as a fraction of the theoretical maximum amount of product (1.0 means a 100% yield; for example, 0.34 means a 34% yield). The catalyst is ClCCl.CC1(C)N([O])C(C)(C)CCC1. The yield is 0.770. The product is [CH:2]([C@@H:3]1[CH2:7][CH2:6][C@H:5]([CH3:8])[N:4]1[C:9]([O:11][C:12]([CH3:13])([CH3:15])[CH3:14])=[O:10])=[O:1]. The reactants are [OH:1][CH2:2][C@@H:3]1[CH2:7][CH2:6][C@H:5]([CH3:8])[N:4]1[C:9]([O:11][C:12]([CH3:15])([CH3:14])[CH3:13])=[O:10].[Br-].[Na+].C(=O)(O)[O-].[Na+].Cl[O-].[Na+].